Task: Predict the reactants needed to synthesize the given product.. Dataset: Full USPTO retrosynthesis dataset with 1.9M reactions from patents (1976-2016) (1) Given the product [C:1]([NH:5][S:6]([C:9]1([CH3:14])[CH2:11][CH2:10]1)(=[O:8])=[O:7])([CH3:4])([CH3:3])[CH3:2], predict the reactants needed to synthesize it. The reactants are: [C:1]([NH:5][S:6]([CH2:9][CH2:10][CH2:11]Cl)(=[O:8])=[O:7])([CH3:4])([CH3:3])[CH3:2].[Li][CH2:14]CCC.CI. (2) Given the product [Br:1][C:2]1[CH:3]=[C:4]2[C:8](=[CH:9][CH:10]=1)[CH2:7][C@H:6]([CH2:11][OH:12])[CH2:5]2, predict the reactants needed to synthesize it. The reactants are: [Br:1][C:2]1[CH:3]=[C:4]2[C:8](=[CH:9][CH:10]=1)[CH2:7][C@H:6]([C:11](O)=[O:12])[CH2:5]2.O. (3) Given the product [CH3:10][O:9][CH2:8][C@@H:7]1[NH:11][C:12](=[O:14])[CH2:4][NH:5][CH2:6]1, predict the reactants needed to synthesize it. The reactants are: COC(=O)[CH2:4][NH:5][CH2:6][C@@H:7]([NH:11][C:12]([O:14]CC1C=CC=CC=1)=O)[CH2:8][O:9][CH3:10].C. (4) Given the product [F:1][C:2]1[CH:20]=[C:19]([NH2:21])[CH:18]=[CH:17][C:3]=1[O:4][CH:5]1[C:10]2=[C:11]([CH:14]([CH3:15])[CH3:16])[CH:12]=[CH:13][N:9]2[N:8]=[CH:7][NH:6]1, predict the reactants needed to synthesize it. The reactants are: [F:1][C:2]1[CH:20]=[C:19]([N+:21]([O-])=O)[CH:18]=[CH:17][C:3]=1[O:4][CH:5]1[C:10]2=[C:11]([CH:14]([CH3:16])[CH3:15])[CH:12]=[CH:13][N:9]2[N:8]=[CH:7][NH:6]1.[Cl-].[NH4+].